Dataset: Full USPTO retrosynthesis dataset with 1.9M reactions from patents (1976-2016). Task: Predict the reactants needed to synthesize the given product. (1) Given the product [F:13][C:14]1[CH:19]=[C:18]([F:20])[CH:17]=[CH:16][C:15]=1[C@:21]12[CH2:30][O:29][C@@H:28]([C:31]3[O:32][CH:2]=[N:34][N:33]=3)[CH2:27][C@H:26]1[CH2:25][S:24][C:23]([NH:35][C:36](=[O:43])[C:37]1[CH:38]=[CH:39][CH:40]=[CH:41][CH:42]=1)=[N:22]2, predict the reactants needed to synthesize it. The reactants are: O.[C:2]1(C)C=CC(S(O)(=O)=O)=CC=1.[F:13][C:14]1[CH:19]=[C:18]([F:20])[CH:17]=[CH:16][C:15]=1[C@:21]12[CH2:30][O:29][C@@H:28]([C:31]([NH:33][NH2:34])=[O:32])[CH2:27][C@H:26]1[CH2:25][S:24][C:23]([NH:35][C:36](=[O:43])[C:37]1[CH:42]=[CH:41][CH:40]=[CH:39][CH:38]=1)=[N:22]2. (2) The reactants are: [CH2:1]([O:8][C:9]1[CH:16]=[CH:15][C:12]([CH:13]=O)=[CH:11][CH:10]=1)[C:2]1[CH:7]=[CH:6][CH:5]=[CH:4][CH:3]=1.[CH2:17]([O:19][C:20](=[O:25])[CH2:21][N:22]=[N+:23]=[N-:24])[CH3:18].CC[O-].[Na+].[NH4+].[Cl-]. Given the product [CH2:17]([O:19][C:20](=[O:25])[C:21]([N:22]=[N+:23]=[N-:24])=[CH:13][C:12]1[CH:15]=[CH:16][C:9]([O:8][CH2:1][C:2]2[CH:7]=[CH:6][CH:5]=[CH:4][CH:3]=2)=[CH:10][CH:11]=1)[CH3:18], predict the reactants needed to synthesize it.